Predict the reactants needed to synthesize the given product. From a dataset of Full USPTO retrosynthesis dataset with 1.9M reactions from patents (1976-2016). (1) Given the product [C:42]([OH:41])(=[O:46])/[CH:43]=[CH:3]/[C:2]([OH:7])=[O:1].[N:31]1([C@H:28]2[CH2:29][CH2:30][N:26]([C:24]([C:23]3[CH:36]=[CH:37][C:20]([CH2:19][C:11]4[N:10]([CH2:9][CH2:8][OH:7])[C:14]5[CH:15]=[CH:16][CH:17]=[CH:18][C:13]=5[N:12]=4)=[CH:21][CH:22]=3)=[O:25])[CH2:27]2)[CH2:32][CH2:33][CH2:34][CH2:35]1, predict the reactants needed to synthesize it. The reactants are: [O:1]1CCC[CH2:3][CH:2]1[O:7][CH2:8][CH2:9][N:10]1[C:14]2[CH:15]=[CH:16][CH:17]=[CH:18][C:13]=2[N:12]=[C:11]1[CH2:19][C:20]1[CH:37]=[CH:36][C:23]([C:24]([N:26]2[CH2:30][CH2:29][C@H:28]([N:31]3[CH2:35][CH2:34][CH2:33][CH2:32]3)[CH2:27]2)=[O:25])=[CH:22][CH:21]=1.Cl.C([O:41][CH2:42][CH3:43])C.C([OH:46])C. (2) Given the product [CH2:21]([N:15]1[CH2:16][CH2:17][C@@:12]2([N:8]([C:4]3[CH:5]=[CH:6][CH:7]=[C:2]([F:1])[CH:3]=3)[C:9](=[O:20])[NH:10][C:11]2=[O:19])[CH2:13][C@@H:14]1[CH3:18])[C:22]1[CH:27]=[CH:26][CH:25]=[CH:24][CH:23]=1, predict the reactants needed to synthesize it. The reactants are: [F:1][C:2]1[CH:3]=[C:4]([N:8]2[C@@:12]3([CH2:17][CH2:16][NH:15][C@@H:14]([CH3:18])[CH2:13]3)[C:11](=[O:19])[NH:10][C:9]2=[O:20])[CH:5]=[CH:6][CH:7]=1.[CH2:21](Cl)[C:22]1[CH:27]=[CH:26][CH:25]=[CH:24][CH:23]=1.C(N(CC)CC)C.